From a dataset of Reaction yield outcomes from USPTO patents with 853,638 reactions. Predict the reaction yield, written as a fraction of the theoretical maximum amount of product (1.0 means a 100% yield; for example, 0.34 means a 34% yield). The reactants are [Cl:1][C:2]1[CH:7]=[CH:6][C:5]([CH:8]([C:12]2[CH:17]=[CH:16][C:15]([Cl:18])=[CH:14][CH:13]=2)[C:9]([OH:11])=O)=[CH:4][CH:3]=1.C(Cl)(=O)C(Cl)=O.[CH3:25][NH:26][CH2:27][CH2:28][OH:29].C(=O)(O)[O-].[Na+]. The catalyst is ClCCl.CN(C)C=O.O1CCCC1.O.C(OCC)(=O)C. The product is [Cl:18][C:15]1[CH:16]=[CH:17][C:12]([CH:8]([C:5]2[CH:4]=[CH:3][C:2]([Cl:1])=[CH:7][CH:6]=2)[C:9]([N:26]([CH3:25])[CH2:27][CH2:28][OH:29])=[O:11])=[CH:13][CH:14]=1. The yield is 0.860.